From a dataset of Forward reaction prediction with 1.9M reactions from USPTO patents (1976-2016). Predict the product of the given reaction. (1) Given the reactants [Cl:1][C:2]1[CH:7]=[C:6]([Cl:8])[CH:5]=[CH:4][C:3]=1[N:9]1[C:13]2=[N:14][C:15]3[CH:20]=[CH:19][CH:18]=[C:17]([N:21]([CH2:24][CH3:25])[CH2:22][CH3:23])[C:16]=3[N:12]2[CH2:11][CH:10]1[CH2:26][C:27]([O:29]C)=[O:28].[OH-].[Na+].Cl, predict the reaction product. The product is: [Cl:1][C:2]1[CH:7]=[C:6]([Cl:8])[CH:5]=[CH:4][C:3]=1[N:9]1[C:13]2=[N:14][C:15]3[CH:20]=[CH:19][CH:18]=[C:17]([N:21]([CH2:24][CH3:25])[CH2:22][CH3:23])[C:16]=3[N:12]2[CH2:11][CH:10]1[CH2:26][C:27]([OH:29])=[O:28]. (2) The product is: [NH2:17][C:18]1[N:19]=[C:2]([NH:1][C:4]2[CH:5]=[CH:6][C:7]([N:10]3[CH2:11][CH2:12][N:13]([CH3:16])[CH2:14][CH2:15]3)=[CH:8][CH:9]=2)[S:3][C:27]=1[C:28]([C:30]1[CH:35]=[CH:34][CH:33]=[C:32]([S:36][CH3:37])[CH:31]=1)=[O:29]. Given the reactants [N:1]([C:4]1[CH:9]=[CH:8][C:7]([N:10]2[CH2:15][CH2:14][N:13]([CH3:16])[CH2:12][CH2:11]2)=[CH:6][CH:5]=1)=[C:2]=[S:3].[N:17]#[C:18][NH2:19].CC(C)([O-])C.[K+].Br[CH2:27][C:28]([C:30]1[CH:35]=[CH:34][CH:33]=[C:32]([S:36][CH3:37])[CH:31]=1)=[O:29], predict the reaction product. (3) The product is: [CH2:1]([NH:8][C:9](=[O:25])[N:10]([CH2:11][CH3:12])[CH2:13][C:14]1[CH:19]=[C:18]([C:20]([F:23])([F:22])[F:21])[CH:17]=[CH:16][C:15]=1[B:26]1[O:30][C:29]([CH3:32])([CH3:31])[C:28]([CH3:34])([CH3:33])[O:27]1)[C:2]1[CH:7]=[CH:6][CH:5]=[CH:4][CH:3]=1. Given the reactants [CH2:1]([NH:8][C:9](=[O:25])[N:10]([CH2:13][C:14]1[CH:19]=[C:18]([C:20]([F:23])([F:22])[F:21])[CH:17]=[CH:16][C:15]=1Br)[CH2:11][CH3:12])[C:2]1[CH:7]=[CH:6][CH:5]=[CH:4][CH:3]=1.[B:26]1([B:26]2[O:30][C:29]([CH3:32])([CH3:31])[C:28]([CH3:34])([CH3:33])[O:27]2)[O:30][C:29]([CH3:32])([CH3:31])[C:28]([CH3:34])([CH3:33])[O:27]1, predict the reaction product. (4) Given the reactants [NH2:1][C:2]1[N:3]([CH2:18][CH3:19])[C:4]2[C:9]([C:10](=[O:16])[C:11]=1[C:12]([NH:14][CH3:15])=[O:13])=[CH:8][CH:7]=[C:6](Cl)[N:5]=2.[CH3:20][C:21]([O:25][CH2:26][C:27]([O:29][CH2:30][CH3:31])=[O:28])([CH3:24])[C:22]#[CH:23], predict the reaction product. The product is: [NH2:1][C:2]1[N:3]([CH2:18][CH3:19])[C:4]2[N:5]=[C:6]([C:23]#[C:22][C:21]([O:25][CH2:26][C:27]([O:29][CH2:30][CH3:31])=[O:28])([CH3:24])[CH3:20])[CH:7]=[CH:8][C:9]=2[C:10](=[O:16])[C:11]=1[C:12](=[O:13])[NH:14][CH3:15]. (5) The product is: [C:1]1([C:7]2[C:12]([N:13]3[CH2:18][CH2:17][NH:16][CH2:15][CH2:14]3)=[CH:11][N:10]=[CH:9][N:8]=2)[CH:2]=[CH:3][CH:4]=[CH:5][CH:6]=1. Given the reactants [C:1]1([C:7]2[C:12]([N:13]3[CH2:18][CH2:17][N:16](C(OCC4C=CC=CC=4)=O)[CH2:15][CH2:14]3)=[CH:11][N:10]=[CH:9][N:8]=2)[CH:6]=[CH:5][CH:4]=[CH:3][CH:2]=1, predict the reaction product. (6) Given the reactants [C:1]([C:3]1[C:12]2[C:7](=[CH:8][CH:9]=[C:10]([O:13][C:14]3[CH:19]=[CH:18][CH:17]=[CH:16][CH:15]=3)[CH:11]=2)[C:6]([OH:20])=[C:5]([C:21]([NH:23][CH2:24][CH2:25][C@H:26]([OH:31])[C:27]([O:29][CH3:30])=[O:28])=[O:22])[N:4]=1)#[N:2].CC(OI1(OC(C)=O)(OC(C)=O)OC(=O)C2C=CC=CC1=2)=O.[O-]S([O-])(=S)=O.[Na+].[Na+], predict the reaction product. The product is: [C:1]([C:3]1[C:12]2[C:7](=[CH:8][CH:9]=[C:10]([O:13][C:14]3[CH:15]=[CH:16][CH:17]=[CH:18][CH:19]=3)[CH:11]=2)[C:6]([OH:20])=[C:5]([C:21]([NH:23][CH2:24][CH2:25][C:26](=[O:31])[C:27]([O:29][CH3:30])=[O:28])=[O:22])[N:4]=1)#[N:2]. (7) Given the reactants [N:1]([CH:4]([C:9]1[CH:14]=[CH:13][C:12]([C:15]([F:18])([F:17])[F:16])=[CH:11][CH:10]=1)[C:5]([O:7][CH3:8])=[O:6])=[N+]=[N-], predict the reaction product. The product is: [NH2:1][CH:4]([C:9]1[CH:14]=[CH:13][C:12]([C:15]([F:16])([F:17])[F:18])=[CH:11][CH:10]=1)[C:5]([O:7][CH3:8])=[O:6].